Dataset: Forward reaction prediction with 1.9M reactions from USPTO patents (1976-2016). Task: Predict the product of the given reaction. (1) Given the reactants [Na].[CH3:2][C:3](=[O:9])[CH2:4][C:5](=[O:8])[CH2:6][CH3:7].Br[CH2:11][C:12]([C:14]1[CH:15]=[C:16]2[C:21](=[C:22]([F:24])[CH:23]=1)[O:20][CH2:19][CH2:18][C:17]2([CH3:26])[CH3:25])=[O:13].O, predict the reaction product. The product is: [C:3]([CH:4]([C:5](=[O:8])[CH2:6][CH3:7])[CH2:11][C:12]([C:14]1[CH:15]=[C:16]2[C:21](=[C:22]([F:24])[CH:23]=1)[O:20][CH2:19][CH2:18][C:17]2([CH3:26])[CH3:25])=[O:13])(=[O:9])[CH3:2]. (2) Given the reactants Cl[C:2]1[CH:7]=[N:6][CH:5]=[C:4]([Cl:8])[N:3]=1.[NH2:9][CH:10]1[CH:15]2[CH2:16][CH2:17][CH:12]([CH2:13][CH2:14]2)[CH:11]1[C:18]([O:20][CH3:21])=[O:19].C(N(CC)C(C)C)(C)C, predict the reaction product. The product is: [Cl:8][C:4]1[N:3]=[C:2]([NH:9][CH:10]2[CH:15]3[CH2:14][CH2:13][CH:12]([CH2:17][CH2:16]3)[CH:11]2[C:18]([O:20][CH3:21])=[O:19])[CH:7]=[N:6][CH:5]=1.